Dataset: Catalyst prediction with 721,799 reactions and 888 catalyst types from USPTO. Task: Predict which catalyst facilitates the given reaction. (1) Reactant: [F:1][C:2]1[C:3]2[N:4]([C:14]([SH:17])=[N:15][N:16]=2)[CH:5]=[C:6]([C:8]2[CH:9]=[N:10][N:11]([CH3:13])[CH:12]=2)[CH:7]=1.C1(P(C2C=CC=CC=2)[C:25]2[C:38]3[O:37][C:36]4[C:31](=CC=C[C:35]=4P(C4C=CC=CC=4)C4C=CC=CC=4)[C:30](C)(C)[C:29]=3[CH:28]=[CH:27][CH:26]=2)C=CC=CC=1.CC(C)([O-:63])C.[Na+].[CH3:66][N:67]([CH3:70])C=O. Product: [F:1][C:2]1[C:3]2[N:4]([C:14]([S:17][C:29]3[CH:28]=[CH:27][C:66]4[N:67]=[CH:70][C:35]5[O:63][CH2:26][CH2:25][CH2:38][O:37][C:36]=5[C:31]=4[CH:30]=3)=[N:15][N:16]=2)[CH:5]=[C:6]([C:8]2[CH:9]=[N:10][N:11]([CH3:13])[CH:12]=2)[CH:7]=1. The catalyst class is: 110. (2) Product: [CH:1]1([CH2:4][O:5][C:6]2[CH:25]=[CH:24][C:9]3[N:10]=[C:11]([C@H:13]4[CH2:18][CH2:17][C@H:16]([O:19][CH2:20][CH:21]([NH:23][C:26](=[O:28])[CH3:27])[CH3:22])[CH2:15][CH2:14]4)[O:12][C:8]=3[CH:7]=2)[CH2:3][CH2:2]1. The catalyst class is: 17. Reactant: [CH:1]1([CH2:4][O:5][C:6]2[CH:25]=[CH:24][C:9]3[N:10]=[C:11]([C@H:13]4[CH2:18][CH2:17][C@H:16]([O:19][CH2:20][CH:21]([NH2:23])[CH3:22])[CH2:15][CH2:14]4)[O:12][C:8]=3[CH:7]=2)[CH2:3][CH2:2]1.[C:26](OC(=O)C)(=[O:28])[CH3:27]. (3) Reactant: F[C:2]1[CH:7]=[CH:6][C:5]([Cl:8])=[CH:4][C:3]=1[N+:9]([O-:11])=[O:10].[O:12]1[CH2:17][CH2:16][CH2:15][CH2:14][CH:13]1CN.[CH:20]([N:23](CC)C(C)C)(C)C.CS(C)=O. Product: [Cl:8][C:5]1[CH:6]=[CH:7][C:2]([NH:23][CH2:20][CH:15]2[CH2:14][CH2:13][O:12][CH2:17][CH2:16]2)=[C:3]([N+:9]([O-:11])=[O:10])[CH:4]=1. The catalyst class is: 6. (4) Reactant: [NH2:1][CH2:2][CH2:3][C@@H:4]1[C@@H:12]([C@@:13]2([CH3:21])[CH2:18][CH2:17][C@H:16]([OH:19])[CH2:15][C@@H:14]2[OH:20])[CH2:11][CH2:10][C@@:9]2([CH3:22])[C@H:5]1[CH2:6][CH2:7][C:8]2=[CH2:23].CN(C(ON1N=NC2C=CC=CC1=2)=[N+](C)C)C.[B-](F)(F)(F)F.CCN(C(C)C)C(C)C.[C:55](O)(=[O:65])[C:56]1[CH:64]=[CH:63][C:62]2[O:61][CH2:60][O:59][C:58]=2[CH:57]=1. Product: [OH:20][C@H:14]1[CH2:15][C@@H:16]([OH:19])[CH2:17][CH2:18][C@@:13]1([C@H:12]1[CH2:11][CH2:10][C@@:9]2([CH3:22])[C@@H:5]([CH2:6][CH2:7][C:8]2=[CH2:23])[C@@H:4]1[CH2:3][CH2:2][NH:1][C:55]([C:56]1[CH:64]=[CH:63][C:62]2[O:61][CH2:60][O:59][C:58]=2[CH:57]=1)=[O:65])[CH3:21]. The catalyst class is: 31. (5) Reactant: [CH3:1][N:2]([CH:4]=[C:5]([C:11](=O)[CH3:12])[C:6]([O:8][CH2:9][CH3:10])=[O:7])C.C(O)(=O)C.C(N)=[NH:19].CC[O-].[Na+]. Product: [CH3:12][C:11]1[C:5]([C:6]([O:8][CH2:9][CH3:10])=[O:7])=[CH:4][N:2]=[CH:1][N:19]=1. The catalyst class is: 14. (6) Reactant: I[C:2]1[CH:7]=[CH:6][C:5]([O:8][CH2:9][CH2:10][CH2:11][N:12]2[CH2:17][CH2:16][CH2:15][C:14]([CH3:19])([CH3:18])[CH2:13]2)=[CH:4][CH:3]=1.C([Mg]Cl)(C)C.[C:25]([N:32]1[CH2:37][CH2:36][CH2:35][CH2:34][C:33]1=O)([O:27][C:28]([CH3:31])([CH3:30])[CH3:29])=[O:26].[Cl-].[NH4+].C1C[O:44]CC1. Product: [CH3:18][C:14]1([CH3:19])[CH2:15][CH2:16][CH2:17][N:12]([CH2:11][CH2:10][CH2:9][O:8][C:5]2[CH:6]=[CH:7][C:2]([C:35]3([OH:44])[CH2:36][CH2:37][N:32]([C:25]([O:27][C:28]([CH3:31])([CH3:30])[CH3:29])=[O:26])[CH2:33][CH2:34]3)=[CH:3][CH:4]=2)[CH2:13]1. The catalyst class is: 13. (7) Reactant: ClC(Cl)(Cl)COC(=O)[NH:6][C:7]1[CH:12]=[CH:11][C:10]([C@@H:13]2[CH2:15][C@H:14]2[N:16]([C:21]([O:23][C:24]([CH3:27])([CH3:26])[CH3:25])=[O:22])[CH2:17][CH:18]2[CH2:20][CH2:19]2)=[CH:9][CH:8]=1.C(O)(=O)C.[OH-].[Na+].C(OCC)(=O)C. Product: [NH2:6][C:7]1[CH:12]=[CH:11][C:10]([C@@H:13]2[CH2:15][C@H:14]2[N:16]([CH2:17][CH:18]2[CH2:20][CH2:19]2)[C:21](=[O:22])[O:23][C:24]([CH3:27])([CH3:26])[CH3:25])=[CH:9][CH:8]=1. The catalyst class is: 324.